From a dataset of Full USPTO retrosynthesis dataset with 1.9M reactions from patents (1976-2016). Predict the reactants needed to synthesize the given product. (1) The reactants are: [Cl:1][C:2]1[CH:10]=[C:9]2[C:5]([C:6]([CH:11]=O)=[CH:7][NH:8]2)=[CH:4][C:3]=1[F:13].C([O-])(=O)C.[NH4+].[N+:19]([CH2:22][CH3:23])([O-:21])=[O:20]. Given the product [Cl:1][C:2]1[CH:10]=[C:9]2[C:5]([C:6]([CH:11]=[C:22]([N+:19]([O-:21])=[O:20])[CH3:23])=[CH:7][NH:8]2)=[CH:4][C:3]=1[F:13], predict the reactants needed to synthesize it. (2) Given the product [Cl:5][C:6]1[C:11]([CH2:12][Cl:3])=[CH:10][C:9]([CH3:14])=[CH:8][N:7]=1, predict the reactants needed to synthesize it. The reactants are: S(Cl)([Cl:3])=O.[Cl:5][C:6]1[C:11]([CH2:12]O)=[CH:10][C:9]([CH3:14])=[CH:8][N:7]=1. (3) Given the product [N:8]1[CH:9]=[CH:10][C:5]([C:2]2[CH:11]=[C:10]3[C:5]([CH2:6][CH2:7][NH:8][CH2:9]3)=[CH:4][CH:3]=2)=[CH:6][CH:7]=1, predict the reactants needed to synthesize it. The reactants are: Br[C:2]1[CH:11]=[C:10]2[C:5]([CH2:6][CH2:7][NH:8][CH2:9]2)=[CH:4][CH:3]=1.B(O)O. (4) Given the product [CH:18]([O:17][C:13]1[C:14]2[C:9](=[CH:8][C:7]([C:5]([OH:6])=[O:4])=[CH:16][CH:15]=2)[CH:10]=[C:11]([NH:21][C:22]2[CH:26]=[C:25]([CH3:27])[NH:24][N:23]=2)[N:12]=1)([CH3:20])[CH3:19], predict the reactants needed to synthesize it. The reactants are: C([O:4][C:5]([C:7]1[CH:8]=[C:9]2[C:14](=[CH:15][CH:16]=1)[C:13]([O:17][CH:18]([CH3:20])[CH3:19])=[N:12][C:11]([NH:21][C:22]1[CH:26]=[C:25]([CH3:27])[NH:24][N:23]=1)=[CH:10]2)=[O:6])(C)C.